Dataset: HIV replication inhibition screening data with 41,000+ compounds from the AIDS Antiviral Screen. Task: Binary Classification. Given a drug SMILES string, predict its activity (active/inactive) in a high-throughput screening assay against a specified biological target. (1) The compound is CC(=O)C(=Cn1c(=S)sc2ccccc21)C(=O)Nc1ccc([N+](=O)[O-])cc1. The result is 0 (inactive). (2) The compound is COc1ccc(C2C(C)C(=O)C(C)C(c3ccc(OC)cc3)N2N=O)cc1. The result is 0 (inactive).